Task: Regression. Given two drug SMILES strings and cell line genomic features, predict the synergy score measuring deviation from expected non-interaction effect.. Dataset: NCI-60 drug combinations with 297,098 pairs across 59 cell lines (1) Drug 1: C(CC(=O)O)C(=O)CN.Cl. Drug 2: C1CNP(=O)(OC1)N(CCCl)CCCl. Cell line: MDA-MB-231. Synergy scores: CSS=6.18, Synergy_ZIP=-2.40, Synergy_Bliss=2.99, Synergy_Loewe=-0.958, Synergy_HSA=2.49. (2) Synergy scores: CSS=9.15, Synergy_ZIP=-5.80, Synergy_Bliss=-4.66, Synergy_Loewe=-22.6, Synergy_HSA=-6.46. Drug 2: CCCS(=O)(=O)NC1=C(C(=C(C=C1)F)C(=O)C2=CNC3=C2C=C(C=N3)C4=CC=C(C=C4)Cl)F. Drug 1: C1=CC(=CC=C1CCC2=CNC3=C2C(=O)NC(=N3)N)C(=O)NC(CCC(=O)O)C(=O)O. Cell line: MDA-MB-231. (3) Drug 1: CN1C(=O)N2C=NC(=C2N=N1)C(=O)N. Drug 2: C1C(C(OC1N2C=NC(=NC2=O)N)CO)O. Cell line: SK-MEL-28. Synergy scores: CSS=-2.27, Synergy_ZIP=1.28, Synergy_Bliss=-1.02, Synergy_Loewe=-0.0244, Synergy_HSA=-3.79. (4) Drug 1: CC1C(C(CC(O1)OC2CC(CC3=C2C(=C4C(=C3O)C(=O)C5=C(C4=O)C(=CC=C5)OC)O)(C(=O)C)O)N)O.Cl. Drug 2: C1=CC(=CC=C1CCCC(=O)O)N(CCCl)CCCl. Cell line: U251. Synergy scores: CSS=51.9, Synergy_ZIP=-12.7, Synergy_Bliss=-6.61, Synergy_Loewe=-3.41, Synergy_HSA=-2.33. (5) Drug 1: COC1=C(C=C2C(=C1)N=CN=C2NC3=CC(=C(C=C3)F)Cl)OCCCN4CCOCC4. Drug 2: CNC(=O)C1=NC=CC(=C1)OC2=CC=C(C=C2)NC(=O)NC3=CC(=C(C=C3)Cl)C(F)(F)F. Cell line: UO-31. Synergy scores: CSS=37.5, Synergy_ZIP=-17.4, Synergy_Bliss=-13.8, Synergy_Loewe=-14.3, Synergy_HSA=-13.8. (6) Synergy scores: CSS=14.0, Synergy_ZIP=-5.58, Synergy_Bliss=-3.79, Synergy_Loewe=-1.60, Synergy_HSA=-2.17. Drug 2: C1CCC(C(C1)N)N.C(=O)(C(=O)[O-])[O-].[Pt+4]. Drug 1: CC1=C2C(C(=O)C3(C(CC4C(C3C(C(C2(C)C)(CC1OC(=O)C(C(C5=CC=CC=C5)NC(=O)OC(C)(C)C)O)O)OC(=O)C6=CC=CC=C6)(CO4)OC(=O)C)O)C)O. Cell line: SK-MEL-28. (7) Drug 1: CN(C)C1=NC(=NC(=N1)N(C)C)N(C)C. Drug 2: CC1=C2C(C(=O)C3(C(CC4C(C3C(C(C2(C)C)(CC1OC(=O)C(C(C5=CC=CC=C5)NC(=O)C6=CC=CC=C6)O)O)OC(=O)C7=CC=CC=C7)(CO4)OC(=O)C)O)C)OC(=O)C. Cell line: HT29. Synergy scores: CSS=19.5, Synergy_ZIP=-3.04, Synergy_Bliss=-9.63, Synergy_Loewe=-61.5, Synergy_HSA=-13.2. (8) Drug 1: C1=CC(=CC=C1CCC2=CNC3=C2C(=O)NC(=N3)N)C(=O)NC(CCC(=O)O)C(=O)O. Drug 2: COCCOC1=C(C=C2C(=C1)C(=NC=N2)NC3=CC=CC(=C3)C#C)OCCOC.Cl. Cell line: CAKI-1. Synergy scores: CSS=29.6, Synergy_ZIP=1.68, Synergy_Bliss=4.01, Synergy_Loewe=9.18, Synergy_HSA=9.90.